Dataset: Peptide-MHC class I binding affinity with 185,985 pairs from IEDB/IMGT. Task: Regression. Given a peptide amino acid sequence and an MHC pseudo amino acid sequence, predict their binding affinity value. This is MHC class I binding data. (1) The peptide sequence is RVHFHRFMY. The MHC is HLA-A02:12 with pseudo-sequence HLA-A02:12. The binding affinity (normalized) is 0.0847. (2) The peptide sequence is PLMGGAYIAFPTSCHMFI. The MHC is HLA-B35:03 with pseudo-sequence HLA-B35:03. The binding affinity (normalized) is 0.